This data is from NCI-60 drug combinations with 297,098 pairs across 59 cell lines. The task is: Regression. Given two drug SMILES strings and cell line genomic features, predict the synergy score measuring deviation from expected non-interaction effect. (1) Drug 1: CC(C)(C#N)C1=CC(=CC(=C1)CN2C=NC=N2)C(C)(C)C#N. Drug 2: CC=C1C(=O)NC(C(=O)OC2CC(=O)NC(C(=O)NC(CSSCCC=C2)C(=O)N1)C(C)C)C(C)C. Cell line: NCI-H226. Synergy scores: CSS=14.5, Synergy_ZIP=-2.74, Synergy_Bliss=-1.00, Synergy_Loewe=-29.7, Synergy_HSA=-3.08. (2) Drug 1: CN1CCC(CC1)COC2=C(C=C3C(=C2)N=CN=C3NC4=C(C=C(C=C4)Br)F)OC. Drug 2: C1=CC(=CC=C1CCCC(=O)O)N(CCCl)CCCl. Cell line: M14. Synergy scores: CSS=-4.12, Synergy_ZIP=-6.01, Synergy_Bliss=-3.36, Synergy_Loewe=-6.58, Synergy_HSA=-5.95. (3) Drug 1: CC1=C2C(C(=O)C3(C(CC4C(C3C(C(C2(C)C)(CC1OC(=O)C(C(C5=CC=CC=C5)NC(=O)OC(C)(C)C)O)O)OC(=O)C6=CC=CC=C6)(CO4)OC(=O)C)OC)C)OC. Drug 2: CN(CC1=CN=C2C(=N1)C(=NC(=N2)N)N)C3=CC=C(C=C3)C(=O)NC(CCC(=O)O)C(=O)O. Cell line: MCF7. Synergy scores: CSS=33.2, Synergy_ZIP=-9.94, Synergy_Bliss=-9.24, Synergy_Loewe=-10.2, Synergy_HSA=-1.72. (4) Drug 1: CNC(=O)C1=NC=CC(=C1)OC2=CC=C(C=C2)NC(=O)NC3=CC(=C(C=C3)Cl)C(F)(F)F. Drug 2: COCCOC1=C(C=C2C(=C1)C(=NC=N2)NC3=CC=CC(=C3)C#C)OCCOC.Cl. Cell line: MOLT-4. Synergy scores: CSS=-10.7, Synergy_ZIP=4.75, Synergy_Bliss=-0.275, Synergy_Loewe=-8.18, Synergy_HSA=-8.36. (5) Drug 2: CC1=C(C(=CC=C1)Cl)NC(=O)C2=CN=C(S2)NC3=CC(=NC(=N3)C)N4CCN(CC4)CCO. Synergy scores: CSS=23.1, Synergy_ZIP=-5.84, Synergy_Bliss=3.91, Synergy_Loewe=-6.94, Synergy_HSA=5.62. Drug 1: CC(CN1CC(=O)NC(=O)C1)N2CC(=O)NC(=O)C2. Cell line: NCIH23. (6) Cell line: SF-268. Synergy scores: CSS=22.4, Synergy_ZIP=-4.77, Synergy_Bliss=-0.349, Synergy_Loewe=-13.5, Synergy_HSA=-2.13. Drug 1: CC1OCC2C(O1)C(C(C(O2)OC3C4COC(=O)C4C(C5=CC6=C(C=C35)OCO6)C7=CC(=C(C(=C7)OC)O)OC)O)O. Drug 2: COCCOC1=C(C=C2C(=C1)C(=NC=N2)NC3=CC=CC(=C3)C#C)OCCOC.Cl. (7) Drug 1: CC1C(C(CC(O1)OC2CC(CC3=C2C(=C4C(=C3O)C(=O)C5=C(C4=O)C(=CC=C5)OC)O)(C(=O)C)O)N)O.Cl. Drug 2: CS(=O)(=O)OCCCCOS(=O)(=O)C. Cell line: HCC-2998. Synergy scores: CSS=12.7, Synergy_ZIP=2.63, Synergy_Bliss=5.74, Synergy_Loewe=-5.81, Synergy_HSA=2.96.